From a dataset of Full USPTO retrosynthesis dataset with 1.9M reactions from patents (1976-2016). Predict the reactants needed to synthesize the given product. (1) Given the product [C:22]([C:24]1[CH:25]=[CH:26][C:27]([S:30]([NH:2][CH2:3][CH:4]2[CH2:7][N:6]([CH2:8][C@H:9]([OH:10])[C:11]3[C:12]([CH3:21])=[C:13]4[C:17](=[CH:18][CH:19]=3)[C:16](=[O:20])[O:15][CH2:14]4)[CH2:5]2)(=[O:32])=[O:31])=[CH:28][CH:29]=1)#[N:23], predict the reactants needed to synthesize it. The reactants are: Cl.[NH2:2][CH2:3][CH:4]1[CH2:7][N:6]([CH2:8][C@@H:9]([C:11]2[C:12]([CH3:21])=[C:13]3[C:17](=[CH:18][CH:19]=2)[C:16](=[O:20])[O:15][CH2:14]3)[OH:10])[CH2:5]1.[C:22]([C:24]1[CH:29]=[CH:28][C:27]([S:30](Cl)(=[O:32])=[O:31])=[CH:26][CH:25]=1)#[N:23].C(N(C(C)C)CC)(C)C. (2) Given the product [CH2:18]([N:3]1[C:4]2[CH:10]=[C:9]([CH3:11])[CH:8]=[CH:7][C:5]=2[N:6]=[C:2]1[S:1][CH2:11][C:9]1[CH:10]=[CH:4][CH:5]=[CH:7][CH:8]=1)[C:19]1[CH:24]=[CH:23][CH:22]=[CH:21][CH:20]=1, predict the reactants needed to synthesize it. The reactants are: [SH:1][C:2]1[NH:3][C:4]2[CH:10]=[C:9]([CH3:11])[CH:8]=[CH:7][C:5]=2[N:6]=1.C(=O)([O-])[O-].[K+].[K+].[CH2:18](Cl)[C:19]1[CH:24]=[CH:23][CH:22]=[CH:21][CH:20]=1. (3) The reactants are: [NH2:1][C:2]([C:5]1[CH:10]=[CH:9][C:8]([C:11]2[C:12]([C:18]([O:20][CH3:21])=[O:19])=[C:13]([F:17])[CH:14]=[CH:15][CH:16]=2)=[CH:7][CH:6]=1)([CH3:4])[CH3:3].[C:22]([O:26][C:27]([NH:29][C:30]1([C:33](O)=[O:34])[CH2:32][CH2:31]1)=[O:28])([CH3:25])([CH3:24])[CH3:23].C1C=CC2N(O)N=NC=2C=1.O.CCN=C=NCCCN(C)C. Given the product [C:22]([O:26][C:27]([NH:29][C:30]1([C:33]([NH:1][C:2]([C:5]2[CH:10]=[CH:9][C:8]([C:11]3[C:12]([C:18]([O:20][CH3:21])=[O:19])=[C:13]([F:17])[CH:14]=[CH:15][CH:16]=3)=[CH:7][CH:6]=2)([CH3:4])[CH3:3])=[O:34])[CH2:32][CH2:31]1)=[O:28])([CH3:25])([CH3:24])[CH3:23], predict the reactants needed to synthesize it.